From a dataset of Reaction yield outcomes from USPTO patents with 853,638 reactions. Predict the reaction yield, written as a fraction of the theoretical maximum amount of product (1.0 means a 100% yield; for example, 0.34 means a 34% yield). (1) The reactants are [NH2:1][C:2]1[C:3]([C:12]([C:14]2[CH:19]=[CH:18][C:17]([F:20])=[C:16]([CH:21]3[O:25][CH2:24][CH2:23][O:22]3)[CH:15]=2)=O)=[CH:4][CH:5]=[C:6]2[C:11]=1[N:10]=[CH:9][CH:8]=[CH:7]2.[CH3:26][NH:27][S:28](Cl)(=[O:30])=[O:29].[BH4-].[Na+]. The catalyst is N1C=CC=CC=1. The product is [O:22]1[CH2:23][CH2:24][O:25][CH:21]1[C:16]1[CH:15]=[C:14]([CH:12]2[C:3]3[CH:4]=[CH:5][C:6]4[C:11](=[N:10][CH:9]=[CH:8][CH:7]=4)[C:2]=3[NH:1][S:28](=[O:30])(=[O:29])[N:27]2[CH3:26])[CH:19]=[CH:18][C:17]=1[F:20]. The yield is 0.720. (2) The yield is 0.900. The product is [C:20]([O:23][CH:24]([C:25](=[O:26])[NH:17][C:14]1[C:13]([I:18])=[C:9]([C:10]([Cl:12])=[O:11])[C:8]([I:19])=[C:7]([C:5](=[O:6])[NH:4][CH2:1][CH:2]=[CH2:3])[C:15]=1[I:16])[CH2:28][O:29][C:30](=[O:32])[CH3:31])(=[O:22])[CH3:21]. The reactants are [CH2:1]([NH:4][C:5]([C:7]1[C:8]([I:19])=[C:9]([C:13]([I:18])=[C:14]([NH2:17])[C:15]=1[I:16])[C:10]([Cl:12])=[O:11])=[O:6])[CH:2]=[CH2:3].[C:20]([O:23][CH:24]([CH2:28][O:29][C:30](=[O:32])[CH3:31])[C:25](Cl)=[O:26])(=[O:22])[CH3:21]. The catalyst is CC(N(C)C)=O. (3) The reactants are Br[C:2]1[CH:3]=[C:4]([CH:8]=[C:9]([N:11]2[C:19]3[C:14](=[CH:15][C:16]([F:20])=[CH:17][CH:18]=3)[C@@:13]3([CH2:22][C@@:21]3([C:26]3[CH:31]=[CH:30][C:29]([Cl:32])=[CH:28][CH:27]=3)[CH:23]([CH3:25])[CH3:24])[C:12]2=[O:33])[CH:10]=1)[C:5]([O-:7])=[O:6].BrC1C=C([CH:41]=[C:42]([N:44]2C3C(=CC(F)=CC=3)[C@]3(C[C@]3(C3C=CC(Cl)=CC=3)C(C)C)C2=O)C=1)C([O-])=O.O1CC(=O)N=[C-:68]1.[C:73]([O-:76])([O-])=[O:74].[K+].[K+].CNCCNC. The catalyst is C(#N)C.[Cu]I. The product is [CH3:68][O:7][C:5](=[O:6])[C:4]1[CH:3]=[C:2]([N:44]2[CH2:42][CH2:41][O:76][C:73]2=[O:74])[CH:10]=[C:9]([N:11]2[C:19]3[C:14](=[CH:15][C:16]([F:20])=[CH:17][CH:18]=3)[C@@:13]3([CH2:22][C@@:21]3([C:26]3[CH:27]=[CH:28][C:29]([Cl:32])=[CH:30][CH:31]=3)[CH:23]([CH3:25])[CH3:24])[C:12]2=[O:33])[CH:8]=1. The yield is 0.730. (4) The reactants are [Br:1][C:2]1[CH:3]=[C:4]([N:9]2[C:13](=[O:14])[O:12][N:11]=[C:10]2[C:15]2[C:19]([NH:20][CH2:21][CH2:22][OH:23])=[N:18][O:17][N:16]=2)[CH:5]=[CH:6][C:7]=1[F:8].[CH3:24][S:25](Cl)(=[O:27])=[O:26].C(N(CC)CC)C. The catalyst is C(OCC)(=O)C. The product is [CH3:24][S:25]([O:23][CH2:22][CH2:21][NH:20][C:19]1[C:15]([C:10]2[N:9]([C:4]3[CH:5]=[CH:6][C:7]([F:8])=[C:2]([Br:1])[CH:3]=3)[C:13](=[O:14])[O:12][N:11]=2)=[N:16][O:17][N:18]=1)(=[O:27])=[O:26]. The yield is 1.00. (5) The reactants are [C:1]([C:3]1[CH:11]=[CH:10][CH:9]=[C:8]2[C:4]=1[CH2:5][CH2:6][C@@H:7]2[N:12]([CH2:20][C:21]([N:23]([CH3:25])[CH3:24])=[O:22])[C:13](=[O:19])[O:14][C:15]([CH3:18])([CH3:17])[CH3:16])#[N:2].Cl.[NH2:27][OH:28].C(N(CC)CC)C. The catalyst is CCO. The product is [CH3:25][N:23]([CH3:24])[C:21](=[O:22])[CH2:20][N:12]([C@@H:7]1[C:8]2[C:4](=[C:3]([C:1](=[NH:2])[NH:27][OH:28])[CH:11]=[CH:10][CH:9]=2)[CH2:5][CH2:6]1)[C:13](=[O:19])[O:14][C:15]([CH3:18])([CH3:17])[CH3:16]. The yield is 0.877. (6) The yield is 0.260. The product is [CH3:10][C:9]1[C:2]([N:12]2[N:13]=[CH:14][CH:15]=[N:11]2)=[C:3]([CH:6]=[CH:7][CH:8]=1)[C:4]#[N:5]. The catalyst is CN(C=O)C.O. The reactants are F[C:2]1[C:9]([CH3:10])=[CH:8][CH:7]=[CH:6][C:3]=1[C:4]#[N:5].[N:11]1[NH:12][N:13]=[CH:14][CH:15]=1.C(=O)([O-])[O-].[K+].[K+]. (7) The yield is 0.510. The reactants are [I:1][C:2]1[CH:12]=[N:11][C:5]2[NH:6][CH2:7][C:8](=[O:10])[NH:9][C:4]=2[CH:3]=1.[F:13][C:14]1[CH:15]=[CH:16][C:17]([C:22]([F:25])([F:24])[F:23])=[C:18]([CH:21]=1)[CH2:19]Br. The product is [F:13][C:14]1[CH:15]=[CH:16][C:17]([C:22]([F:23])([F:24])[F:25])=[C:18]([CH:21]=1)[CH2:19][N:9]1[C:8](=[O:10])[CH2:7][NH:6][C:5]2[N:11]=[CH:12][C:2]([I:1])=[CH:3][C:4]1=2. No catalyst specified.